The task is: Binary Classification. Given a miRNA mature sequence and a target amino acid sequence, predict their likelihood of interaction.. This data is from Experimentally validated miRNA-target interactions with 360,000+ pairs, plus equal number of negative samples. (1) The miRNA is mmu-miR-146a-5p with sequence UGAGAACUGAAUUCCAUGGGUU. The protein sequence of the target gene is MAEPAPAVWPSAPDLTPAPGTPSEAAPPRDNWVYWAMLPPPPPPLSSPVAGSEQSRKGQPHVLPQPPSGALPPFDAQILPAAQPPFDAQAPPDAQSQFSGQQAWNLQASTPWYWGLSPNGFSTYHTSYQSPVTHSYFPRSHDAKFNLPQNRKQKTKKRKEPVFHFFCDTCDRGFKNQEKYDTHMSEHTKCPEVDCSFSAHEKIVQFHWRNMHAPGMKKIKLDTPEEIARWREERRKNYPTLANIERKKKLQLEKAKRGEVLTTTQYGKMKGMSRHSQMAKIRSPGKHHKWRRGGARQRAV.... Result: 0 (no interaction). (2) The miRNA is ath-miR472-3p with sequence UUUUUCCUACUCCGCCCAUACC. The protein sequence of the target gene is MNMTQARLLVAAVVGLVAILLYASIHKIEEGHLAVYYRGGALLTSPSGPGYHIMLPFITTFRSVQTTLQTDEVKNVPCGTSGGVMIYIDRIEVVNMLAPYAVFDIVRNYTADYDKTLIFNKIHHELNQFCSAHTLQEVYIELFDQIDENLKQALQKDLNTMAPGLTIQAVRVTKPKIPEAIRRNFELMEAEKTKLLIAAQKQKVVEKEAETERKRAVIEAEKIAQVAKIRFQQKVMEKETEKRISEIEDAAFLAREKAKADAEYYAAHKYATSNKHKLTPEYLELKKYQAIASNSKIYFG.... Result: 0 (no interaction). (3) The miRNA is hsa-miR-610 with sequence UGAGCUAAAUGUGUGCUGGGA. The protein sequence of the target gene is MSRLKRIAGQDLRAGFKAGGRDCGTSVPQGLLKAARKSGQLNLSGRNLSEVPQCVWRINVDIPEEANQNLSFGATERWWEQTDLTKLIISNNKLQSLTDDLRLLPALTVLDIHDNQLTSLPSAIRELENLQKLNVSHNKLKILPEEITNLRNLKCLYLQHNELTCISEGFEQLSNLEDLDLSNNHLTTVPASFSSLSSLVRLNLSSNELKSLPAEINRMKRLKHLDCNSNLLETIPPELAGMESLELLYLRRNKLRFLPEFPSCSLLKELHVGENQIEMLEAEHLKHLNSILVLDLRDNK.... Result: 0 (no interaction). (4) The miRNA is hsa-miR-30a-5p with sequence UGUAAACAUCCUCGACUGGAAG. The protein sequence of the target gene is MREIVHIQAGQCGNQIGAKFWEVISDEHGIDPSGNYVGDSDLQLERISVYYNEASSHKYVPRAILVDLEPGTMDSVRSGAFGHLFRPDNFIFGQSGAGNNWAKGHYTEGAELVDSVLDVVRKECENCDCLQGFQLTHSLGGGTGSGMGTLLISKVREEYPDRIMNTFSVVPSPKVSDTVVEPYNATLSIHQLVENTDETYCIDNEALYDICFRTLKLATPTYGDLNHLVSATMSGVTTSLRFPGQLNADLRKLAVNMVPFPRLHFFMPGFAPLTARGSQQYRALTVPELTQQMFDAKNMM.... Result: 1 (interaction).